From a dataset of Reaction yield outcomes from USPTO patents with 853,638 reactions. Predict the reaction yield, written as a fraction of the theoretical maximum amount of product (1.0 means a 100% yield; for example, 0.34 means a 34% yield). (1) The reactants are C([O-])(=O)C.[O:5]=[C:6]1[C@H:9]([NH3+:10])[CH2:8][NH:7]1.C(Cl)Cl.CN(C=O)C.CCN(CC)CC.[C:26]1([C:32]2[CH:40]=[CH:39][C:35]([C:36](Cl)=[O:37])=[CH:34][CH:33]=2)[CH:31]=[CH:30][CH:29]=[CH:28][CH:27]=1. The catalyst is C(C(C)=O)C.CCOC(C)=O. The product is [C:26]1([C:32]2[CH:33]=[CH:34][C:35]([C:36]([NH:10][C@@H:9]3[CH2:8][NH:7][C:6]3=[O:5])=[O:37])=[CH:39][CH:40]=2)[CH:27]=[CH:28][CH:29]=[CH:30][CH:31]=1. The yield is 0.210. (2) The reactants are [Cl:1][C:2]1[C:3]([CH2:10][N:11]2[C:19](=[O:20])[C:18]3[C:13](=[CH:14][CH:15]=[CH:16][CH:17]=3)[C:12]2=[O:21])=[N:4][CH:5]=[C:6]([CH:8]=[CH2:9])[CH:7]=1.Br[CH:23]([C:28]1[CH:29]=[C:30]([Cl:36])[C:31]([Cl:35])=[C:32]([Cl:34])[CH:33]=1)[C:24]([F:27])([F:26])[F:25].N1C=CC=CC=1C1C=CC=CN=1. The catalyst is ClC1C=CC=CC=1Cl.Cl[Cu]. The product is [Cl:1][C:2]1[C:3]([CH2:10][N:11]2[C:19](=[O:20])[C:18]3[C:13](=[CH:14][CH:15]=[CH:16][CH:17]=3)[C:12]2=[O:21])=[N:4][CH:5]=[C:6](/[CH:8]=[CH:9]/[CH:23]([C:28]2[CH:29]=[C:30]([Cl:36])[C:31]([Cl:35])=[C:32]([Cl:34])[CH:33]=2)[C:24]([F:26])([F:25])[F:27])[CH:7]=1. The yield is 0.500. (3) The reactants are Cl.[NH2:2][CH2:3][C:4]1[CH:5]=[C:6]2[C:11](=[CH:12][CH:13]=1)[N:10]=[C:9]([CH3:14])[N:8]([CH:15]1[CH2:20][CH2:19][C:18](=[O:21])[NH:17][C:16]1=[O:22])[C:7]2=[O:23].C(N(CC)CC)C.[C:31]1([CH3:40])[CH:36]=[CH:35][CH:34]=[C:33]([N:37]=[C:38]=[O:39])[CH:32]=1. The catalyst is C1COCC1. The product is [O:22]=[C:16]1[CH:15]([N:8]2[C:7](=[O:23])[C:6]3[C:11](=[CH:12][CH:13]=[C:4]([CH2:3][NH:2][C:38]([NH:37][C:33]4[CH:32]=[C:31]([CH3:40])[CH:36]=[CH:35][CH:34]=4)=[O:39])[CH:5]=3)[N:10]=[C:9]2[CH3:14])[CH2:20][CH2:19][C:18](=[O:21])[NH:17]1. The yield is 0.680. (4) The reactants are [CH3:1][O:2][C:3](=[O:21])[CH:4]([C:9]1[C:14]([N+:15]([O-:17])=[O:16])=[CH:13][CH:12]=[CH:11][C:10]=1[N+:18]([O-:20])=[O:19])C(OC)=O.Cl(O)(=O)(=O)=O.C(OCC)(=O)C.CO. The catalyst is C(O)(=O)C. The product is [CH3:1][O:2][C:3](=[O:21])[CH2:4][C:9]1[C:14]([N+:15]([O-:17])=[O:16])=[CH:13][CH:12]=[CH:11][C:10]=1[N+:18]([O-:20])=[O:19]. The yield is 0.890. (5) The reactants are [CH2:1]([O:8][C:9]1[CH:14]=[C:13]([O:15][CH2:16][C:17]2[CH:22]=[CH:21][CH:20]=[CH:19][CH:18]=2)[C:12]([CH:23]([CH3:25])[CH3:24])=[CH:11][C:10]=1[C:26]1[O:30][N:29]=[C:28]([C:31]([NH:33][CH2:34][CH3:35])=[O:32])[C:27]=1[C:36]1[N:40]=[C:39](C(Cl)(Cl)Cl)[O:38][N:37]=1)[C:2]1[CH:7]=[CH:6][CH:5]=[CH:4][CH:3]=1.[CH2:45]([NH:47][CH2:48][CH3:49])[CH3:46]. No catalyst specified. The product is [CH2:1]([O:8][C:9]1[CH:14]=[C:13]([O:15][CH2:16][C:17]2[CH:22]=[CH:21][CH:20]=[CH:19][CH:18]=2)[C:12]([CH:23]([CH3:24])[CH3:25])=[CH:11][C:10]=1[C:26]1[O:30][N:29]=[C:28]([C:31]([NH:33][CH2:34][CH3:35])=[O:32])[C:27]=1[C:36]1[N:40]=[C:39]([N:47]([CH2:48][CH3:49])[CH2:45][CH3:46])[O:38][N:37]=1)[C:2]1[CH:3]=[CH:4][CH:5]=[CH:6][CH:7]=1. The yield is 0.160. (6) The reactants are N12CCCN=C1CCCCC2.F[C:13]1[C:31]([I:32])=[C:30]([CH3:33])[CH:29]=[CH:28][C:14]=1[C:15](=[N:26][OH:27])[NH:16][CH2:17][C:18]1[CH:23]=[CH:22][C:21]([O:24][CH3:25])=[CH:20][CH:19]=1.O. The catalyst is O1CCCC1. The product is [I:32][C:31]1[C:13]2[O:27][N:26]=[C:15]([NH:16][CH2:17][C:18]3[CH:23]=[CH:22][C:21]([O:24][CH3:25])=[CH:20][CH:19]=3)[C:14]=2[CH:28]=[CH:29][C:30]=1[CH3:33]. The yield is 0.380. (7) The reactants are [F:1][C:2]1[CH:7]=[CH:6][C:5]([N:8]2[C:13](=[O:14])[C:12]([C:15]([OH:17])=O)=[CH:11][CH:10]=[N:9]2)=[CH:4][CH:3]=1.[CH3:18][O:19][C:20]1[CH:54]=[CH:53][C:23]([CH2:24][N:25]2[C:29]3=[N:30][CH:31]=[CH:32][C:33]([O:34][C:35]4[CH:40]=[CH:39][C:38]([NH2:41])=[CH:37][C:36]=4[F:42])=[C:28]3[C:27]([NH:43][CH:44]3[CH2:49][CH2:48][N:47]([CH2:50][CH2:51][F:52])[CH2:46][CH2:45]3)=[N:26]2)=[CH:22][CH:21]=1. No catalyst specified. The product is [CH3:18][O:19][C:20]1[CH:21]=[CH:22][C:23]([CH2:24][N:25]2[C:29]3=[N:30][CH:31]=[CH:32][C:33]([O:34][C:35]4[CH:40]=[CH:39][C:38]([NH:41][C:15]([C:12]5[C:13](=[O:14])[N:8]([C:5]6[CH:4]=[CH:3][C:2]([F:1])=[CH:7][CH:6]=6)[N:9]=[CH:10][CH:11]=5)=[O:17])=[CH:37][C:36]=4[F:42])=[C:28]3[C:27]([NH:43][CH:44]3[CH2:45][CH2:46][N:47]([CH2:50][CH2:51][F:52])[CH2:48][CH2:49]3)=[N:26]2)=[CH:53][CH:54]=1. The yield is 0.800. (8) The catalyst is C(Cl)Cl.C(Cl)Cl.CN(C=O)C. The yield is 0.810. The reactants are [CH:1]([O:14][C:15]([C:17]1([O:20]/[N:21]=[C:22](/[C:26]2[N:27]=[C:28]([NH:31][C:32]([O:34][C:35]([CH3:38])([CH3:37])[CH3:36])=[O:33])[S:29][CH:30]=2)\[C:23](O)=[O:24])[CH2:19][CH2:18]1)=[O:16])([C:8]1[CH:13]=[CH:12][CH:11]=[CH:10][CH:9]=1)[C:2]1[CH:7]=[CH:6][CH:5]=[CH:4][CH:3]=1.CCN(C(C)C)C(C)C.CN(C(ON1N=NC2C=CC=NC1=2)=[N+](C)C)C.F[P-](F)(F)(F)(F)F.[NH2:72][C@@H:73]1[C:76](=[O:77])[NH:75][C@@H:74]1[CH2:78][N:79]1[CH:83]=[C:82]([CH2:84][NH:85][C:86](=[O:92])[O:87][C:88]([CH3:91])([CH3:90])[CH3:89])[N:81]=[N:80]1. The product is [C:88]([O:87][C:86]([NH:85][CH2:84][C:82]1[N:81]=[N:80][N:79]([CH2:78][C@@H:74]2[C@H:73]([NH:72][C:23](=[O:24])/[C:22](=[N:21]\[O:20][C:17]3([C:15]([O:14][CH:1]([C:2]4[CH:3]=[CH:4][CH:5]=[CH:6][CH:7]=4)[C:8]4[CH:9]=[CH:10][CH:11]=[CH:12][CH:13]=4)=[O:16])[CH2:19][CH2:18]3)/[C:26]3[N:27]=[C:28]([NH:31][C:32]([O:34][C:35]([CH3:38])([CH3:36])[CH3:37])=[O:33])[S:29][CH:30]=3)[C:76](=[O:77])[NH:75]2)[CH:83]=1)=[O:92])([CH3:91])([CH3:89])[CH3:90]. (9) The reactants are [F:1][C:2]([F:23])([F:22])[C:3]1[CH:4]=[C:5]([C:9]2[CH2:10][CH2:11][N:12](C(OC(C)(C)C)=O)[CH2:13][CH:14]=2)[CH:6]=[N:7][CH:8]=1. The catalyst is Cl.O1CCOCC1. The product is [F:23][C:2]([F:1])([F:22])[C:3]1[CH:4]=[C:5]([C:9]2[CH2:10][CH2:11][NH:12][CH2:13][CH:14]=2)[CH:6]=[N:7][CH:8]=1. The yield is 0.870.